From a dataset of Reaction yield outcomes from USPTO patents with 853,638 reactions. Predict the reaction yield, written as a fraction of the theoretical maximum amount of product (1.0 means a 100% yield; for example, 0.34 means a 34% yield). (1) The reactants are [F:1][C:2]([F:42])([F:41])[C:3]1[CH:4]=[C:5]([C@@H:13]([N:15]([CH3:40])[C:16]([N:18]2[CH2:31][CH2:30][C@:21]3([NH:25][C@H:24]([C:26]([O:28]C)=O)[CH2:23][CH2:22]3)[CH2:20][C@@H:19]2[C:32]2[CH:37]=[CH:36][C:35]([F:38])=[CH:34][C:33]=2[CH3:39])=[O:17])[CH3:14])[CH:6]=[C:7]([C:9]([F:12])([F:11])[F:10])[CH:8]=1.[NH3:43]. No catalyst specified. The product is [F:10][C:9]([F:12])([F:11])[C:7]1[CH:6]=[C:5]([C@@H:13]([N:15]([CH3:40])[C:16]([N:18]2[CH2:31][CH2:30][C@:21]3([NH:25][C@H:24]([C:26]([NH2:43])=[O:28])[CH2:23][CH2:22]3)[CH2:20][C@@H:19]2[C:32]2[CH:37]=[CH:36][C:35]([F:38])=[CH:34][C:33]=2[CH3:39])=[O:17])[CH3:14])[CH:4]=[C:3]([C:2]([F:1])([F:41])[F:42])[CH:8]=1. The yield is 0.980. (2) The reactants are [F:1][C:2]1[CH:7]=[C:6]([O:8][CH3:9])[CH:5]=[CH:4][C:3]=1[C:10]1[CH:15]=[CH:14][N:13]([CH2:16][CH2:17][C@@:18]([CH3:33])([S:29]([CH3:32])(=[O:31])=[O:30])[C:19]([NH:21][O:22]C2CCCCO2)=[O:20])[C:12](=[O:34])[CH:11]=1.C1(C)C=CC(S(O)(=O)=O)=CC=1.[NH+]1C=CC=CC=1.O. The catalyst is C(O)C. The product is [F:1][C:2]1[CH:7]=[C:6]([O:8][CH3:9])[CH:5]=[CH:4][C:3]=1[C:10]1[CH:15]=[CH:14][N:13]([CH2:16][CH2:17][C@@:18]([CH3:33])([S:29]([CH3:32])(=[O:30])=[O:31])[C:19]([NH:21][OH:22])=[O:20])[C:12](=[O:34])[CH:11]=1. The yield is 0.763. (3) The reactants are Cl.C[O:3][C:4]1[CH:5]=[CH:6][C:7]2[C:11]([C:12]([C:14]3[CH:19]=[CH:18][C:17]([O:20][CH2:21][CH2:22][N:23]4[CH2:28][CH2:27][CH2:26][CH2:25][CH2:24]4)=[CH:16][CH:15]=3)=[O:13])=[C:10]([CH2:29][C:30]3[CH:35]=[CH:34][CH:33]=[CH:32][C:31]=3[O:36]C)[S:9][C:8]=2[CH:38]=1.Cl.CCOCC. The catalyst is C(Cl)Cl.CC(O)C.C(Cl)(Cl)Cl. The product is [OH:3][C:4]1[CH:5]=[CH:6][C:7]2[C:11]([C:12]([C:14]3[CH:15]=[CH:16][C:17]([O:20][CH2:21][CH2:22][N:23]4[CH2:28][CH2:27][CH2:26][CH2:25][CH2:24]4)=[CH:18][CH:19]=3)=[O:13])=[C:10]([CH2:29][C:30]3[CH:35]=[CH:34][CH:33]=[CH:32][C:31]=3[OH:36])[S:9][C:8]=2[CH:38]=1. The yield is 0.540. (4) The reactants are [O:1]=[C:2]1[C:11]2[C:6](=[CH:7][CH:8]=[C:9]([C:12]3[CH:19]=[CH:18][C:15]([CH:16]=O)=[CH:14][CH:13]=3)[CH:10]=2)[O:5][C:4]([C:20]2[CH:25]=[CH:24][CH:23]=[CH:22][CH:21]=2)=[CH:3]1.[CH3:26][N:27]1CCC(=C2C3N=CC=CC=3CCC3C=CC=CC2=3)C[CH2:28]1.[CH:48](=O)C1C=CC=CC=1.Cl.N([CH2:59][C:60]([OH:62])=[O:61])C. No catalyst specified. The product is [O:1]=[C:2]1[C:11]2[C:6](=[CH:7][CH:8]=[C:9]([C:12]3[CH:19]=[CH:18][C:15]([CH2:16][N:27]4[CH2:28][CH:59]([C:60]([O:62][CH3:48])=[O:61])[CH2:26]4)=[CH:14][CH:13]=3)[CH:10]=2)[O:5][C:4]([C:20]2[CH:25]=[CH:24][CH:23]=[CH:22][CH:21]=2)=[CH:3]1. The yield is 0.310. (5) The reactants are [OH:1][C:2]1[CH:3]=[C:4]([CH:10]=[CH:11][C:12]=1[OH:13])[C:5]([O:7][CH2:8][CH3:9])=[O:6].Br[CH2:15][CH2:16]Br.C([O-])([O-])=O.[K+].[K+]. The catalyst is CN(C=O)C. The product is [O:13]1[CH2:16][CH2:15][O:1][C:2]2[CH:3]=[C:4]([C:5]([O:7][CH2:8][CH3:9])=[O:6])[CH:10]=[CH:11][C:12]1=2. The yield is 0.230. (6) The product is [F:18][C:17]1[CH:16]=[C:15]([F:19])[CH:14]=[CH:13][C:12]=1[C:11]1[CH:6]=[CH:7][C:8]([OH:23])=[C:9]([C:20]([O:22][CH3:24])=[O:21])[CH:10]=1. The yield is 0.850. No catalyst specified. The reactants are OS(O)(=O)=O.[CH:6]1[C:11]([C:12]2[CH:13]=[CH:14][C:15]([F:19])=[CH:16][C:17]=2[F:18])=[CH:10][C:9]([C:20]([OH:22])=[O:21])=[C:8]([OH:23])[CH:7]=1.[CH3:24]O. (7) The reactants are C(N(C(C)C)C(C)C)C.[Br:10][C:11]1[CH:16]=[CH:15][C:14]([C@@H:17]([C@@H:21]2[CH2:25][CH2:24][C:23]([CH3:27])([CH3:26])[N:22]2[C:28]([O:30][C:31]([CH3:34])([CH3:33])[CH3:32])=[O:29])[C:18](O)=[O:19])=[CH:13][C:12]=1[F:35].Cl.Cl.[CH3:38][C@H:39]1[C:47]2[C:46]([N:48]3[CH2:53][CH2:52][NH:51][CH2:50][CH2:49]3)=[N:45][CH:44]=[N:43][C:42]=2[C@@H:41]([OH:54])[CH2:40]1.CN(C(ON1N=NC2C=CC=NC1=2)=[N+](C)C)C.F[P-](F)(F)(F)(F)F. The catalyst is C(Cl)Cl. The product is [Br:10][C:11]1[CH:16]=[CH:15][C:14]([C@@H:17]([C@H:21]2[N:22]([C:28]([O:30][C:31]([CH3:34])([CH3:32])[CH3:33])=[O:29])[C:23]([CH3:26])([CH3:27])[CH2:24][CH2:25]2)[C:18]([N:51]2[CH2:52][CH2:53][N:48]([C:46]3[C:47]4[C@H:39]([CH3:38])[CH2:40][C@@H:41]([OH:54])[C:42]=4[N:43]=[CH:44][N:45]=3)[CH2:49][CH2:50]2)=[O:19])=[CH:13][C:12]=1[F:35]. The yield is 0.230. (8) The reactants are [CH3:1][C:2]1([CH3:34])[CH2:5][CH:4]([CH:6]([NH:23][C:24]2[CH:25]=[N:26][C:27]3[C:32]([CH:33]=2)=[CH:31][CH:30]=[CH:29][CH:28]=3)[C:7]2[CH:22]=[CH:21][C:10]([C:11]([NH:13][CH2:14][CH2:15][C:16]([O:18]CC)=[O:17])=[O:12])=[CH:9][CH:8]=2)[CH2:3]1.O1CCCC1.[OH-].[Na+].Cl. The catalyst is C(OCC)(=O)C.O.CO. The product is [CH3:1][C:2]1([CH3:34])[CH2:5][CH:4]([CH:6]([NH:23][C:24]2[CH:25]=[N:26][C:27]3[C:32]([CH:33]=2)=[CH:31][CH:30]=[CH:29][CH:28]=3)[C:7]2[CH:22]=[CH:21][C:10]([C:11]([NH:13][CH2:14][CH2:15][C:16]([OH:18])=[O:17])=[O:12])=[CH:9][CH:8]=2)[CH2:3]1. The yield is 0.830.